Task: Regression. Given a peptide amino acid sequence and an MHC pseudo amino acid sequence, predict their binding affinity value. This is MHC class II binding data.. Dataset: Peptide-MHC class II binding affinity with 134,281 pairs from IEDB (1) The peptide sequence is RLFKAFILDGDNLFP. The MHC is DRB1_1201 with pseudo-sequence DRB1_1201. The binding affinity (normalized) is 0.578. (2) The peptide sequence is NFTVGRIIELFTAKG. The MHC is HLA-DQA10301-DQB10302 with pseudo-sequence HLA-DQA10301-DQB10302. The binding affinity (normalized) is 0.272. (3) The peptide sequence is QSALSEFIKFAEGRR. The MHC is DRB1_0404 with pseudo-sequence DRB1_0404. The binding affinity (normalized) is 0.418. (4) The peptide sequence is QKTKQIGNRPGPSRG. The MHC is HLA-DQA10501-DQB10302 with pseudo-sequence HLA-DQA10501-DQB10302. The binding affinity (normalized) is 0. (5) The peptide sequence is IPSIIHEALNIALIA. The MHC is DRB1_0301 with pseudo-sequence DRB1_0301. The binding affinity (normalized) is 0.514.